Dataset: Full USPTO retrosynthesis dataset with 1.9M reactions from patents (1976-2016). Task: Predict the reactants needed to synthesize the given product. (1) Given the product [Br:26][C:13]1[C:14](=[O:24])[N:15]([CH2:16][CH2:17][C:18]2[CH:23]=[CH:22][CH:21]=[CH:20][CH:19]=2)[C:10]([C:3]2[CH:4]=[CH:5][CH:6]=[C:7]([O:8][CH3:9])[C:2]=2[F:1])=[N:11][C:12]=1[CH3:25], predict the reactants needed to synthesize it. The reactants are: [F:1][C:2]1[C:7]([O:8][CH3:9])=[CH:6][CH:5]=[CH:4][C:3]=1[C:10]1[N:15]([CH2:16][CH2:17][C:18]2[CH:23]=[CH:22][CH:21]=[CH:20][CH:19]=2)[C:14](=[O:24])[CH:13]=[C:12]([CH3:25])[N:11]=1.[Br:26]Br.C(OCC)(=O)C. (2) The reactants are: [NH2:1][C:2]1[S:6][N:5]=[C:4]([CH3:7])[C:3]=1[C:8]([NH:10][C:11]1[CH:16]=[CH:15][CH:14]=[CH:13][C:12]=1[CH2:17][CH3:18])=[O:9].Cl[C:20]1[CH:29]=[N:28][C:27]2[C:22](=[CH:23][CH:24]=[C:25]([F:30])[CH:26]=2)[N:21]=1.C(=O)([O-])[O-].[Cs+].[Cs+].CC1(C)C2C(=C(P(C3C=CC=CC=3)C3C=CC=CC=3)C=CC=2)OC2C(P(C3C=CC=CC=3)C3C=CC=CC=3)=CC=CC1=2. Given the product [CH2:17]([C:12]1[CH:13]=[CH:14][CH:15]=[CH:16][C:11]=1[NH:10][C:8]([C:3]1[C:4]([CH3:7])=[N:5][S:6][C:2]=1[NH:1][C:20]1[CH:29]=[N:28][C:27]2[C:22](=[CH:23][CH:24]=[C:25]([F:30])[CH:26]=2)[N:21]=1)=[O:9])[CH3:18], predict the reactants needed to synthesize it. (3) Given the product [Cl-:16].[Br:17][C:18]1[C:26]2[CH2:25][O:24][C:23](=[O:27])[C:22]=2[CH:21]=[CH:20][C:19]=1/[CH:28]=[CH:29]\[CH:30]1[CH2:35][CH2:34][NH2+:33][CH2:32][CH2:31]1, predict the reactants needed to synthesize it. The reactants are: N1(C2C=CC(CC(O)=O)=CC=2)C=NN=N1.[Cl-:16].[Br:17][C:18]1[C:26]2[CH2:25][O:24][C:23](=[O:27])[C:22]=2[CH:21]=[CH:20][C:19]=1[CH2:28][CH2:29][CH:30]1[CH2:35][CH2:34][NH2+:33][CH2:32][CH2:31]1. (4) Given the product [C:28]([O:27][C:25]([N:3]1[C@@H:2]([CH3:1])[CH2:6][CH2:5][C@H:4]1[C:7]1[NH:8][C:9]2[CH:15]=[C:14]([C:33]3[CH:38]=[CH:37][C:36]([C:39]4[S:59][C:42]5[N:43]=[C:44]([C@@H:46]6[CH2:50][C@H:49]([CH3:51])[CH2:48][N:47]6[C:52]([O:54][C:55]([CH3:56])([CH3:57])[CH3:58])=[O:53])[NH:45][C:41]=5[CH:40]=4)=[CH:35][CH:34]=3)[CH:13]=[CH:12][C:10]=2[N:11]=1)=[O:26])([CH3:29])([CH3:30])[CH3:31], predict the reactants needed to synthesize it. The reactants are: [CH3:1][C@H:2]1[CH2:6][CH2:5][C@@H:4]([C:7]2[NH:11][C:10]3[CH:12]=[C:13](B4OC(C)(C)C(C)(C)O4)[CH:14]=[CH:15][C:9]=3[N:8]=2)[N:3]1[C:25]([O:27][C:28]([CH3:31])([CH3:30])[CH3:29])=[O:26].Br[C:33]1[CH:38]=[CH:37][C:36]([C:39]2[S:59][C:42]3[N:43]=[C:44]([C@@H:46]4[CH2:50][C@H:49]([CH3:51])[CH2:48][N:47]4[C:52]([O:54][C:55]([CH3:58])([CH3:57])[CH3:56])=[O:53])[NH:45][C:41]=3[CH:40]=2)=[CH:35][CH:34]=1.C([O-])(O)=O.[Na+].N#N.